This data is from Forward reaction prediction with 1.9M reactions from USPTO patents (1976-2016). The task is: Predict the product of the given reaction. (1) Given the reactants [CH2:1]([N:4]1[CH:8]=[CH:7][CH:6]=[N:5]1)[C:2]#[CH:3].C(NC(C)C)(C)C.I[C:17]1[CH:22]=[CH:21][C:20](/[C:23](/[C:40]2[CH:45]=[CH:44][C:43]([S:46][CH3:47])=[CH:42][CH:41]=2)=[CH:24]\[CH2:25][O:26][C:27]2[CH:38]=[CH:37][C:30]([O:31][CH2:32][C:33]([O:35][CH3:36])=[O:34])=[C:29]([CH3:39])[CH:28]=2)=[CH:19][CH:18]=1, predict the reaction product. The product is: [CH3:39][C:29]1[CH:28]=[C:27]([O:26][CH2:25]/[CH:24]=[C:23](/[C:40]2[CH:45]=[CH:44][C:43]([S:46][CH3:47])=[CH:42][CH:41]=2)\[C:20]2[CH:21]=[CH:22][C:17]([C:3]#[C:2][CH2:1][N:4]3[CH:8]=[CH:7][CH:6]=[N:5]3)=[CH:18][CH:19]=2)[CH:38]=[CH:37][C:30]=1[O:31][CH2:32][C:33]([O:35][CH3:36])=[O:34]. (2) Given the reactants S(Cl)([Cl:3])=O.[NH2:5][C:6]1[N:11]=[C:10]([Cl:12])[C:9]([CH2:13][C:14]2[CH:19]=[CH:18][C:17]([CH2:20]O)=[CH:16][C:15]=2[O:22][CH3:23])=[C:8]([CH3:24])[N:7]=1, predict the reaction product. The product is: [Cl:12][C:10]1[C:9]([CH2:13][C:14]2[CH:19]=[CH:18][C:17]([CH2:20][Cl:3])=[CH:16][C:15]=2[O:22][CH3:23])=[C:8]([CH3:24])[N:7]=[C:6]([NH2:5])[N:11]=1. (3) The product is: [CH2:1]([O:3][C:4]1[CH:5]=[C:6]([C:13](=[O:21])[CH2:14][CH2:15][C:16]([NH:55][C:53]2[CH:52]=[C:51]([C:56]3[CH:61]=[CH:60][CH:59]=[CH:58][CH:57]=3)[N:50]=[C:49]([C:43]3[CH:44]=[CH:45][CH:46]=[CH:47][CH:48]=3)[N:54]=2)=[O:18])[CH:7]=[CH:8][C:9]=1[O:10][CH2:11][CH3:12])[CH3:2]. Given the reactants [CH2:1]([O:3][C:4]1[CH:5]=[C:6]([C:13]([O:21]C)(OC)[CH2:14][CH2:15][C:16]([O-:18])=O)[CH:7]=[CH:8][C:9]=1[O:10][CH2:11][CH3:12])[CH3:2].[K+].C(N(CC)CC)C.ClC1C=C(Cl)C=C(Cl)C=1C(Cl)=O.[C:43]1([C:49]2[N:54]=[C:53]([NH2:55])[CH:52]=[C:51]([C:56]3[CH:61]=[CH:60][CH:59]=[CH:58][CH:57]=3)[N:50]=2)[CH:48]=[CH:47][CH:46]=[CH:45][CH:44]=1, predict the reaction product. (4) Given the reactants [CH2:1]([CH:3]([C:6]1[C:7]2[N:8]([CH:13]=[C:14]([CH3:16])[N:15]=2)[N:9]=[C:10]([CH3:12])[CH:11]=1)[CH2:4][CH3:5])[CH3:2].Br[C:18]1[S:22][C:21]([C:23]2[CH:28]=[CH:27][CH:26]=[C:25]([CH3:29])[N:24]=2)=[CH:20][C:19]=1[Cl:30].C([O-])([O-])=O.[Cs+].[Cs+].N#N.C1C=CC(P(C2C=CC=CC=2)C2C=CC=CC=2)=CC=1, predict the reaction product. The product is: [Cl:30][C:19]1[CH:20]=[C:21]([C:23]2[CH:28]=[CH:27][CH:26]=[C:25]([CH3:29])[N:24]=2)[S:22][C:18]=1[C:13]1[N:8]2[N:9]=[C:10]([CH3:12])[CH:11]=[C:6]([CH:3]([CH2:4][CH3:5])[CH2:1][CH3:2])[C:7]2=[N:15][C:14]=1[CH3:16]. (5) Given the reactants FC(F)(F)C(O)=O.[S:8]1[CH:12]=[CH:11][C:10]([C:13]2[CH:18]=[CH:17][C:16]([CH:19]([CH3:22])[CH2:20][NH2:21])=[CH:15][CH:14]=2)=[CH:9]1.C(N(CC)CC)C.Cl[C:31]([O:33][CH3:34])=[O:32], predict the reaction product. The product is: [S:8]1[CH:12]=[CH:11][C:10]([C:13]2[CH:18]=[CH:17][C:16]([CH:19]([CH2:22][C:31]([O:33][CH3:34])=[O:32])[CH2:20][NH2:21])=[CH:15][CH:14]=2)=[CH:9]1. (6) Given the reactants [C:1]([C:3]1[CH:10]=[CH:9][C:6]([CH:7]=O)=[CH:5][CH:4]=1)#[CH:2].[C:11]1([C@H:17]([NH2:19])[CH3:18])[CH:16]=[CH:15][CH:14]=[CH:13][CH:12]=1, predict the reaction product. The product is: [C:1]([C:3]1[CH:10]=[CH:9][C:6]([CH2:7][NH:19][C@@H:17]([C:11]2[CH:16]=[CH:15][CH:14]=[CH:13][CH:12]=2)[CH3:18])=[CH:5][CH:4]=1)#[CH:2]. (7) Given the reactants [Br:1][C:2]1[CH:7]=[CH:6][CH:5]=[CH:4][C:3]=1[NH:8][CH:9]=[C:10]1[C:15](=[O:16])OC(C)(C)OC1=O.CCCCCC, predict the reaction product. The product is: [Br:1][C:2]1[CH:7]=[CH:6][CH:5]=[C:4]2[C:3]=1[NH:8][CH:9]=[CH:10][C:15]2=[O:16]. (8) Given the reactants [CH2:1]([O:3][C:4](=[O:17])[C:5](=O)[CH2:6][C:7]([C:9]1[CH:10]=[N:11][C:12]([CH3:15])=[CH:13][CH:14]=1)=O)[CH3:2].[NH:18]([C:20]1[CH:21]=[CH:22][C:23]([O:26][CH3:27])=[N:24][CH:25]=1)[NH2:19].C(O)(=O)C.C(=O)([O-])O.[Na+], predict the reaction product. The product is: [CH2:1]([O:3][C:4]([C:5]1[CH:6]=[C:7]([C:9]2[CH:10]=[N:11][C:12]([CH3:15])=[CH:13][CH:14]=2)[N:18]([C:20]2[CH:25]=[N:24][C:23]([O:26][CH3:27])=[CH:22][CH:21]=2)[N:19]=1)=[O:17])[CH3:2]. (9) Given the reactants [Br:1][C:2]1[CH:3]=[C:4]([Cl:11])[CH:5]=[C:6]2[C:10]=1[NH:9][N:8]=[CH:7]2.C([O-])([O-])=O.[K+].[K+].Br[CH2:19][CH2:20][O:21][CH3:22], predict the reaction product. The product is: [Br:1][C:2]1[CH:3]=[C:4]([Cl:11])[CH:5]=[C:6]2[C:10]=1[N:9]([CH2:19][CH2:20][O:21][CH3:22])[N:8]=[CH:7]2. (10) Given the reactants [CH3:1][O:2][C:3]1[CH:4]=[C:5]([C:11]([C@@H:13]2[C@:22]3([CH3:23])[C@H:17]([C:18]([CH3:25])([CH3:24])[CH2:19][CH2:20][CH2:21]3)[CH2:16][C@@H:15]([NH2:26])[C@H:14]2[CH3:27])=[O:12])[CH:6]=[C:7]([O:9][CH3:10])[CH:8]=1.F[P-](F)(F)(F)(F)F.N1(O[P+](N2CCCC2)(N2CCCC2)N2CCCC2)C2C=CC=CC=2N=N1.[C:61]1([CH3:70])[CH:66]=[CH:65][CH:64]=[C:63]([C:67](O)=[O:68])[CH:62]=1.C(N(CC)C(C)C)(C)C, predict the reaction product. The product is: [CH3:10][O:9][C:7]1[CH:6]=[C:5]([C:11]([C@@H:13]2[C@:22]3([CH3:23])[C@H:17]([C:18]([CH3:25])([CH3:24])[CH2:19][CH2:20][CH2:21]3)[CH2:16][C@@H:15]([NH:26][C:67](=[O:68])[C:63]3[CH:64]=[CH:65][CH:66]=[C:61]([CH3:70])[CH:62]=3)[C@H:14]2[CH3:27])=[O:12])[CH:4]=[C:3]([O:2][CH3:1])[CH:8]=1.